Dataset: Forward reaction prediction with 1.9M reactions from USPTO patents (1976-2016). Task: Predict the product of the given reaction. (1) Given the reactants [NH2:1][C:2]1[CH:7]=[C:6]([Br:8])[CH:5]=[CH:4][C:3]=1[NH:9][C:10]([C@@H:12]1[C@@H:17]2[CH2:18][C@@H:14]([CH2:15][CH2:16]2)[N:13]1[C:19]([O:21][C:22]([CH3:25])([CH3:24])[CH3:23])=[O:20])=O, predict the reaction product. The product is: [Br:8][C:6]1[CH:5]=[CH:4][C:3]2[N:9]=[C:10]([C@@H:12]3[C@@H:17]4[CH2:18][C@@H:14]([CH2:15][CH2:16]4)[N:13]3[C:19]([O:21][C:22]([CH3:25])([CH3:24])[CH3:23])=[O:20])[NH:1][C:2]=2[CH:7]=1. (2) Given the reactants Br[C:2]1[CH:3]=[C:4]2[C:8](=[C:9]([C:11]([NH2:13])=[O:12])[CH:10]=1)[NH:7][CH:6]=[C:5]2[CH:14]1[CH2:19][CH2:18][N:17]([S:20]([CH2:23][CH3:24])(=[O:22])=[O:21])[CH2:16][CH2:15]1.[C:25]([CH2:27][C:28]1[CH:33]=[CH:32][C:31](B(O)O)=[CH:30][CH:29]=1)#[N:26].[C:37](=O)([O-])[O-].[K+].[K+], predict the reaction product. The product is: [CH2:23]([S:20]([N:17]1[CH2:18][CH2:19][CH:14]([C:5]2[C:4]3[C:8](=[C:9]([C:11]([NH2:13])=[O:12])[CH:10]=[C:2]([C:31]4[CH:32]=[CH:33][C:28]([CH2:27][CH2:25][NH:26][CH3:37])=[CH:29][CH:30]=4)[CH:3]=3)[NH:7][CH:6]=2)[CH2:15][CH2:16]1)(=[O:22])=[O:21])[CH3:24]. (3) The product is: [OH:22][NH:21][C:4]([C:3]1[CH:6]=[CH:7][C:8]([O:10][CH2:11][CH2:12][O:13][CH3:14])=[CH:9][C:2]=1[CH3:1])=[NH:5]. Given the reactants [CH3:1][C:2]1[CH:9]=[C:8]([O:10][CH2:11][CH2:12][O:13][CH3:14])[CH:7]=[CH:6][C:3]=1[C:4]#[N:5].C([O-])(O)=O.[Na+].Cl.[NH2:21][OH:22], predict the reaction product.